Dataset: Peptide-MHC class II binding affinity with 134,281 pairs from IEDB. Task: Regression. Given a peptide amino acid sequence and an MHC pseudo amino acid sequence, predict their binding affinity value. This is MHC class II binding data. (1) The peptide sequence is ASYFAADRILPELTE. The MHC is DRB1_1602 with pseudo-sequence DRB1_1602. The binding affinity (normalized) is 0.563. (2) The binding affinity (normalized) is 0.472. The MHC is HLA-DQA10401-DQB10402 with pseudo-sequence HLA-DQA10401-DQB10402. The peptide sequence is KKKYFAATQFEPLAA. (3) The peptide sequence is SLETVAIDRPAEVRK. The MHC is DRB1_0901 with pseudo-sequence DRB1_0901. The binding affinity (normalized) is 0. (4) The peptide sequence is ARTISEAGQAMASTE. The MHC is HLA-DPA10201-DPB10101 with pseudo-sequence HLA-DPA10201-DPB10101. The binding affinity (normalized) is 0.278.